From a dataset of Reaction yield outcomes from USPTO patents with 853,638 reactions. Predict the reaction yield, written as a fraction of the theoretical maximum amount of product (1.0 means a 100% yield; for example, 0.34 means a 34% yield). (1) The reactants are [C:1]([O:5][C:6]([N:8]1[C@@H:12]([CH2:13][CH2:14][C:15]2[CH:20]=[CH:19][C:18](Br)=[CH:17][CH:16]=2)[C@H:11]([CH3:22])[O:10][C:9]1([CH3:24])[CH3:23])=[O:7])([CH3:4])([CH3:3])[CH3:2].[C:25]1([C:31]([C:33]2[CH:38]=[CH:37][CH:36]=[CH:35][CH:34]=2)=[NH:32])[CH:30]=[CH:29][CH:28]=[CH:27][CH:26]=1.CC(C)([O-])C.[Na+]. The catalyst is C1(C)C=CC=CC=1. The product is [C:1]([O:5][C:6]([N:8]1[C@@H:12]([CH2:13][CH2:14][C:15]2[CH:20]=[CH:19][C:18]([N:32]=[C:31]([C:25]3[CH:30]=[CH:29][CH:28]=[CH:27][CH:26]=3)[C:33]3[CH:38]=[CH:37][CH:36]=[CH:35][CH:34]=3)=[CH:17][CH:16]=2)[C@H:11]([CH3:22])[O:10][C:9]1([CH3:24])[CH3:23])=[O:7])([CH3:4])([CH3:3])[CH3:2]. The yield is 0.820. (2) The reactants are C(N([P:8]([N:12]([CH:16]([CH3:18])[CH3:17])[CH:13]([CH3:15])[CH3:14])(Cl)([O-:10])[O-:9])C(C)C)(C)C.[O:19]([CH2:26][C:27]([NH:29][C:30]1[C:31]2[N:32]=[CH:33][N:34]([C:66]=2[N:67]=[CH:68][N:69]=1)[C@@H:35]1[O:65][C@H:39]([CH2:40][O:41][C:42]([C:59]2[CH:64]=[CH:63][CH:62]=[CH:61][CH:60]=2)([C:51]2[CH:56]=[CH:55][C:54]([O:57][CH3:58])=[CH:53][CH:52]=2)[C:43]2[CH:48]=[CH:47][C:46]([O:49][CH3:50])=[CH:45][CH:44]=2)[C@@H:37]([OH:38])[CH2:36]1)=[O:28])[C:20]1[CH:25]=[CH:24][CH:23]=[CH:22][CH:21]=1.C(N(C(C)C)C(C)C)C.[C:79]([O:82][C@@H:83]1[C@@H:93]([O:94][C:95](=[O:97])[CH3:96])[C@H:92]([O:98][C:99](=[O:101])[CH3:100])[C@@H:91]([CH2:102][O:103][C:104](=[O:106])[CH3:105])[O:90][C@H:84]1[O:85][CH2:86][CH2:87][CH2:88]O)(=[O:81])[CH3:80].N1C=NN=N1. The catalyst is ClCCl. The product is [O:19]([CH2:26][C:27]([NH:29][C:30]1[C:31]2[N:32]=[CH:33][N:34]([C:66]=2[N:67]=[CH:68][N:69]=1)[C@@H:35]1[O:65][C@H:39]([CH2:40][O:41][C:42]([C:59]2[CH:60]=[CH:61][CH:62]=[CH:63][CH:64]=2)([C:51]2[CH:56]=[CH:55][C:54]([O:57][CH3:58])=[CH:53][CH:52]=2)[C:43]2[CH:48]=[CH:47][C:46]([O:49][CH3:50])=[CH:45][CH:44]=2)[C@@H:37]([O:38][P:8]([N:12]([CH:13]([CH3:14])[CH3:15])[CH:16]([CH3:17])[CH3:18])([O:9][CH2:88][CH2:87][CH2:86][O:85][C@@H:84]2[O:90][C@H:91]([CH2:102][O:103][C:104](=[O:106])[CH3:105])[C@@H:92]([O:98][C:99](=[O:101])[CH3:100])[C@H:93]([O:94][C:95](=[O:97])[CH3:96])[C@H:83]2[O:82][C:79](=[O:81])[CH3:80])=[O:10])[CH2:36]1)=[O:28])[C:20]1[CH:21]=[CH:22][CH:23]=[CH:24][CH:25]=1. The yield is 0.705. (3) The reactants are O=C(Cl)[O:3][C:4](Cl)(Cl)Cl.[NH2:9][C:10]1[CH:44]=[CH:43][C:13]([O:14][C:15]2[CH:20]=[CH:19][N:18]=[C:17]3[CH:21]=[C:22]([C:24]4[N:29]=[CH:28][C:27]([CH2:30][N:31]([CH2:39][CH2:40][O:41][CH3:42])[C:32](=[O:38])[O:33][C:34]([CH3:37])([CH3:36])[CH3:35])=[CH:26][CH:25]=4)[S:23][C:16]=23)=[C:12]([F:45])[CH:11]=1.[C:46]1([N:52]2[CH2:56][CH2:55][NH:54][C:53]2=[S:57])[CH:51]=[CH:50][CH:49]=[CH:48][CH:47]=1.[H-].[Na+]. The catalyst is C1COCC1.CCOC(C)=O. The product is [F:45][C:12]1[CH:11]=[C:10]([NH:9][C:4]([N:54]2[CH2:55][CH2:56][N:52]([C:46]3[CH:51]=[CH:50][CH:49]=[CH:48][CH:47]=3)[C:53]2=[S:57])=[O:3])[CH:44]=[CH:43][C:13]=1[O:14][C:15]1[CH:20]=[CH:19][N:18]=[C:17]2[CH:21]=[C:22]([C:24]3[N:29]=[CH:28][C:27]([CH2:30][N:31]([CH2:39][CH2:40][O:41][CH3:42])[C:32](=[O:38])[O:33][C:34]([CH3:37])([CH3:36])[CH3:35])=[CH:26][CH:25]=3)[S:23][C:16]=12. The yield is 0.245. (4) The reactants are FC(F)(F)C(O)=O.[NH2:8][CH2:9][C:10]1[C:11]([CH2:36][CH:37]([CH3:39])[CH3:38])=[N:12][C:13]2[C:18]([C:19]=1[C:20]1[CH:25]=[CH:24][C:23]([CH3:26])=[CH:22][CH:21]=1)=[CH:17][C:16]([NH:27][CH2:28][C:29]([O:31]C(C)(C)C)=[O:30])=[CH:15][CH:14]=2.[C:40](O[C:40]([O:42][C:43]([CH3:46])([CH3:45])[CH3:44])=[O:41])([O:42][C:43]([CH3:46])([CH3:45])[CH3:44])=[O:41]. No catalyst specified. The product is [C:43]([O:42][C:40]([NH:8][CH2:9][C:10]1[C:11]([CH2:36][CH:37]([CH3:38])[CH3:39])=[N:12][C:13]2[C:18]([C:19]=1[C:20]1[CH:25]=[CH:24][C:23]([CH3:26])=[CH:22][CH:21]=1)=[CH:17][C:16]([NH:27][CH2:28][C:29]([OH:31])=[O:30])=[CH:15][CH:14]=2)=[O:41])([CH3:46])([CH3:45])[CH3:44]. The yield is 0.830. (5) The reactants are [F:1][C:2]([F:20])([F:19])[C@@H:3]([C:5]1[CH:10]=[CH:9][C:8]([C:11]2[CH:16]=[CH:15][CH:14]=[C:13]([O:17][CH3:18])[CH:12]=2)=[CH:7][CH:6]=1)[OH:4].[NH2:21][C:22]1[N:27]=[C:26]([C:28]2[CH:33]=[CH:32][C:31]([CH2:34][C@H:35]([NH:39]C(OC(C)(C)C)=O)[C:36]([OH:38])=[O:37])=[CH:30][CH:29]=2)[CH:25]=[C:24](Cl)[N:23]=1.C(=O)([O-])[O-].[Cs+].[Cs+].O1CCOCC1. The catalyst is S(=O)(=O)(O)[O-].C([N+](CCCC)(CCCC)CCCC)CCC.C1COCC1.O. The product is [NH2:39][C@@H:35]([CH2:34][C:31]1[CH:32]=[CH:33][C:28]([C:26]2[CH:25]=[C:24]([O:4][C@H:3]([C:5]3[CH:6]=[CH:7][C:8]([C:11]4[CH:16]=[CH:15][CH:14]=[C:13]([O:17][CH3:18])[CH:12]=4)=[CH:9][CH:10]=3)[C:2]([F:19])([F:20])[F:1])[N:23]=[C:22]([NH2:21])[N:27]=2)=[CH:29][CH:30]=1)[C:36]([OH:38])=[O:37]. The yield is 0.690. (6) The reactants are [C:1]([C@@H:3]1[CH2:7][CH2:6][N:5]([C:8]([O:10]C(C)(C)C)=O)[CH2:4]1)#[N:2].Cl.O1CCOCC1.CCN([CH:28]([CH3:30])[CH3:29])C(C)C.C1(C(Cl)=O)CC1. The catalyst is CCO.C(Cl)(Cl)Cl. The product is [CH:28]1([C:8]([N:5]2[CH2:6][CH2:7][C@@H:3]([C:1]#[N:2])[CH2:4]2)=[O:10])[CH2:30][CH2:29]1. The yield is 0.970. (7) The reactants are [C:1]([C:3]([C:10]([O:12][CH2:13][CH3:14])=[O:11])=[CH:4]C1OCCO1)#[N:2].Cl.[NH2:16][NH2:17].[C:18]([O-:21])(=O)[CH3:19].[Na+].C([OH:25])C. No catalyst specified. The product is [NH2:2][C:1]1[C:3]([C:10]([O:12][CH2:13][CH3:14])=[O:11])=[C:4]([O:25][CH2:19][CH2:18][OH:21])[NH:17][N:16]=1. The yield is 0.860. (8) The reactants are [CH2:1]([O:8][CH2:9][C@@H:10]([C:13]1[CH:18]=[CH:17][C:16](Br)=[CH:15][C:14]=1[CH3:20])[CH2:11][F:12])[C:2]1[CH:7]=[CH:6][CH:5]=[CH:4][CH:3]=1.[Li]CCCC.[B:26](OC)([O:29]C)[O:27]C.Cl. The catalyst is C1COCC1.CCOC(C)=O. The product is [CH2:1]([O:8][CH2:9][C@@H:10]([C:13]1[CH:18]=[CH:17][C:16]([B:26]([OH:29])[OH:27])=[CH:15][C:14]=1[CH3:20])[CH2:11][F:12])[C:2]1[CH:7]=[CH:6][CH:5]=[CH:4][CH:3]=1. The yield is 0.485.